From a dataset of Forward reaction prediction with 1.9M reactions from USPTO patents (1976-2016). Predict the product of the given reaction. (1) Given the reactants [Cl:1][C:2]1[CH:3]=[C:4]([C:8]2[O:12][N:11]=[CH:10][C:9]=2[CH2:13][CH2:14][C:15]([OH:17])=[O:16])[CH:5]=[CH:6][CH:7]=1.S(=O)(=O)(O)O.[CH3:23]O, predict the reaction product. The product is: [Cl:1][C:2]1[CH:3]=[C:4]([C:8]2[O:12][N:11]=[CH:10][C:9]=2[CH2:13][CH2:14][C:15]([O:17][CH3:23])=[O:16])[CH:5]=[CH:6][CH:7]=1. (2) Given the reactants [F:1][C:2]1[CH:29]=[C:28]([N+:30]([O-])=O)[CH:27]=[CH:26][C:3]=1[O:4][C:5]1[CH:10]=[CH:9][N:8]=[C:7]([NH:11][C:12]([N:14]2[CH2:19][CH2:18][CH:17]([CH2:20][N:21]3[CH2:25][CH2:24][CH2:23][CH2:22]3)[CH2:16][CH2:15]2)=[O:13])[CH:6]=1.CO, predict the reaction product. The product is: [NH2:30][C:28]1[CH:27]=[CH:26][C:3]([O:4][C:5]2[CH:10]=[CH:9][N:8]=[C:7]([NH:11][C:12]([N:14]3[CH2:19][CH2:18][CH:17]([CH2:20][N:21]4[CH2:22][CH2:23][CH2:24][CH2:25]4)[CH2:16][CH2:15]3)=[O:13])[CH:6]=2)=[C:2]([F:1])[CH:29]=1.